The task is: Predict the reactants needed to synthesize the given product.. This data is from Full USPTO retrosynthesis dataset with 1.9M reactions from patents (1976-2016). (1) Given the product [Br:23][C:19]1[CH:18]=[C:17]([C:16]2[C:3]3[C:4](=[N:5][C:6]([CH3:13])=[C:7]([C:8]([O:10][CH2:11][CH3:12])=[O:9])[C:2]=3[NH:1][S:37]([C:33]3[CH:34]=[CH:35][CH:36]=[C:31]([Cl:30])[CH:32]=3)(=[O:39])=[O:38])[S:14][CH:15]=2)[CH:22]=[CH:21][CH:20]=1, predict the reactants needed to synthesize it. The reactants are: [NH2:1][C:2]1[C:7]([C:8]([O:10][CH2:11][CH3:12])=[O:9])=[C:6]([CH3:13])[N:5]=[C:4]2[S:14][CH:15]=[C:16]([C:17]3[CH:22]=[CH:21][CH:20]=[C:19]([Br:23])[CH:18]=3)[C:3]=12.CC(C)([O-])C.[Na+].[Cl:30][C:31]1[CH:32]=[C:33]([S:37](Cl)(=[O:39])=[O:38])[CH:34]=[CH:35][CH:36]=1. (2) Given the product [CH2:16]([O:23][C:24]1[CH:33]=[C:32]2[C:27]([C:28]([O:15][C:4]3[C:5]([C:9]4[CH:10]=[CH:11][CH:12]=[CH:13][CH:14]=4)=[N:6][C:7]([CH3:8])=[C:2]([CH3:1])[CH:3]=3)=[CH:29][CH:30]=[N:31]2)=[CH:26][C:25]=1[O:35][CH3:36])[C:17]1[CH:18]=[CH:19][CH:20]=[CH:21][CH:22]=1, predict the reactants needed to synthesize it. The reactants are: [CH3:1][C:2]1[CH:3]=[C:4]([OH:15])[C:5]([C:9]2[CH:14]=[CH:13][CH:12]=[CH:11][CH:10]=2)=[N:6][C:7]=1[CH3:8].[CH2:16]([O:23][C:24]1[CH:33]=[C:32]2[C:27]([C:28](Cl)=[CH:29][CH:30]=[N:31]2)=[CH:26][C:25]=1[O:35][CH3:36])[C:17]1[CH:22]=[CH:21][CH:20]=[CH:19][CH:18]=1.O.